This data is from Catalyst prediction with 721,799 reactions and 888 catalyst types from USPTO. The task is: Predict which catalyst facilitates the given reaction. (1) Reactant: C(OC([N:8]1[CH2:13][CH2:12][CH:11]2[C:14]3[CH:20]=[C:19]([S:21]([C:24]4[CH:29]=[CH:28][CH:27]=[C:26]([Cl:30])[CH:25]=4)(=[O:23])=[O:22])[CH:18]=[CH:17][C:15]=3[O:16][CH:10]2[CH2:9]1)=O)(C)(C)C.[C:31]([OH:37])([C:33]([F:36])([F:35])[F:34])=[O:32]. Product: [Cl:30][C:26]1[CH:25]=[C:24]([S:21]([C:19]2[CH:18]=[CH:17][C:15]3[O:16][CH:10]4[CH2:9][NH:8][CH2:13][CH2:12][CH:11]4[C:14]=3[CH:20]=2)(=[O:22])=[O:23])[CH:29]=[CH:28][CH:27]=1.[F:34][C:33]([F:36])([F:35])[C:31]([OH:37])=[O:32]. The catalyst class is: 2. (2) Reactant: [Cl:1][C:2]1[CH:8]=[C:7]([O:9][C:10]2[C:11]3[N:18]([CH3:19])[CH:17]=[CH:16][C:12]=3[N:13]=[CH:14][N:15]=2)[CH:6]=[CH:5][C:3]=1[NH2:4].N1C=CC=CC=1.Cl[C:27](OC1C=CC=CC=1)=[O:28].[NH2:36][CH:37]1[CH2:42][CH2:41][CH2:40][N:39]([C:43]([O:45][C:46]([CH3:49])([CH3:48])[CH3:47])=[O:44])[CH2:38]1. Product: [Cl:1][C:2]1[CH:8]=[C:7]([O:9][C:10]2[C:11]3[N:18]([CH3:19])[CH:17]=[CH:16][C:12]=3[N:13]=[CH:14][N:15]=2)[CH:6]=[CH:5][C:3]=1[NH:4][C:27]([NH:36][CH:37]1[CH2:42][CH2:41][CH2:40][N:39]([C:43]([O:45][C:46]([CH3:49])([CH3:48])[CH3:47])=[O:44])[CH2:38]1)=[O:28]. The catalyst class is: 60. (3) Reactant: [NH2:1][C:2]1[C:7]([C:8]#[N:9])=[C:6]([C:10]2[CH:15]=[CH:14][C:13]([O:16][CH2:17][CH2:18][OH:19])=[CH:12][CH:11]=2)[C:5]([C:20]#[N:21])=[C:4]([SH:22])[N:3]=1.Cl.Cl[CH2:25][C:26]1[CH:31]=[CH:30][N:29]=[C:28]([C:32]([NH:34][CH3:35])=[O:33])[CH:27]=1.C(=O)(O)[O-].[Na+].O. Product: [NH2:1][C:2]1[N:3]=[C:4]([S:22][CH2:25][C:26]2[CH:31]=[CH:30][N:29]=[C:28]([C:32]([NH:34][CH3:35])=[O:33])[CH:27]=2)[C:5]([C:20]#[N:21])=[C:6]([C:10]2[CH:11]=[CH:12][C:13]([O:16][CH2:17][CH2:18][OH:19])=[CH:14][CH:15]=2)[C:7]=1[C:8]#[N:9]. The catalyst class is: 3. (4) Reactant: C(OC(Cl)=O)C(C)C.CN1CCOCC1.[Cl:16][C:17]1[CH:18]=[C:19]([NH:23][C:24]2[CH:32]=[C:31]([CH:33]3[CH2:35][CH2:34]3)[C:27]([C:28](O)=[O:29])=[CH:26][N:25]=2)[CH:20]=[CH:21][CH:22]=1.[BH4-].[Na+]. Product: [Cl:16][C:17]1[CH:18]=[C:19]([NH:23][C:24]2[N:25]=[CH:26][C:27]([CH2:28][OH:29])=[C:31]([CH:33]3[CH2:34][CH2:35]3)[CH:32]=2)[CH:20]=[CH:21][CH:22]=1. The catalyst class is: 149.